From a dataset of CYP2D6 inhibition data for predicting drug metabolism from PubChem BioAssay. Regression/Classification. Given a drug SMILES string, predict its absorption, distribution, metabolism, or excretion properties. Task type varies by dataset: regression for continuous measurements (e.g., permeability, clearance, half-life) or binary classification for categorical outcomes (e.g., BBB penetration, CYP inhibition). Dataset: cyp2d6_veith. (1) The molecule is COCCN1C(=O)c2ccccc2C(C(=O)Nc2ccc3c(c2)OCCO3)C1c1ccc(F)cc1. The result is 0 (non-inhibitor). (2) The result is 0 (non-inhibitor). The drug is CNC(=O)[C@H]1O[C@H](n2cnc3c(NCc4cccc(I)c4)ncnc32)[C@@H](O)[C@@H]1O. (3) The compound is O=C(O)CC(c1ccccc1)n1cnnn1. The result is 0 (non-inhibitor).